From a dataset of Reaction yield outcomes from USPTO patents with 853,638 reactions. Predict the reaction yield, written as a fraction of the theoretical maximum amount of product (1.0 means a 100% yield; for example, 0.34 means a 34% yield). (1) The reactants are C(Cl)(=O)C(Cl)=O.CS(C)=O.[CH3:11][O:12][C:13]([N:15]1[CH2:20][CH2:19][CH:18]([CH2:21][OH:22])[CH2:17][CH2:16]1)=[O:14].C(N(CC)CC)C. The catalyst is ClCCl. The product is [CH3:11][O:12][C:13]([N:15]1[CH2:16][CH2:17][CH:18]([CH:21]=[O:22])[CH2:19][CH2:20]1)=[O:14]. The yield is 0.780. (2) The reactants are [C:1]([C:5]1[O:6][CH:7]=[CH:8][CH:9]=1)([CH3:4])([CH3:3])[CH3:2].C([Li])CCC.[C:15](=[O:17])=[O:16]. The catalyst is C1COCC1. The product is [C:1]([C:5]1[O:6][C:7]([C:15]([OH:17])=[O:16])=[CH:8][CH:9]=1)([CH3:4])([CH3:3])[CH3:2]. The yield is 0.690. (3) The reactants are [NH2:1][C:2]1[N:7]=[CH:6][C:5]([C:8]2[N:9]([C:14]3[CH:19]=[CH:18][CH:17]=[CH:16][C:15]=3[Cl:20])[C:10]([SH:13])=[N:11][N:12]=2)=[CH:4][N:3]=1.Cl[CH2:22][C:23]1[O:24][C:25]([C:28]2[CH:33]=[CH:32][C:31]([CH3:34])=[CH:30][CH:29]=2)=[N:26][N:27]=1.C([O-])([O-])=O.[K+].[K+]. The catalyst is C(#N)C. The product is [C:31]1([CH3:34])[CH:30]=[CH:29][C:28]([C:25]2[O:24][C:23]([CH2:22][S:13][C:10]3[N:9]([C:14]4[CH:19]=[CH:18][CH:17]=[CH:16][C:15]=4[Cl:20])[C:8]([C:5]4[CH:4]=[N:3][C:2]([NH2:1])=[N:7][CH:6]=4)=[N:12][N:11]=3)=[N:27][N:26]=2)=[CH:33][CH:32]=1. The yield is 0.650. (4) The reactants are [Cl:1][C:2]1[CH:7]=[CH:6][C:5]([C:8]2[NH:19][C:11]3=[N:12][CH:13]=[CH:14][C:15]([C:16]([OH:18])=O)=[C:10]3[N:9]=2)=[CH:4][CH:3]=1.[NH2:20][CH2:21][CH2:22][C:23]1[CH:28]=[CH:27][C:26]([NH:29][S:30]([CH2:33][CH3:34])(=[O:32])=[O:31])=[CH:25][CH:24]=1. The catalyst is CN(C=O)C. The product is [CH2:33]([S:30]([NH:29][C:26]1[CH:27]=[CH:28][C:23]([CH2:22][CH2:21][NH:20][C:16]([C:15]2[CH:14]=[CH:13][N:12]=[C:11]3[NH:19][C:8]([C:5]4[CH:4]=[CH:3][C:2]([Cl:1])=[CH:7][CH:6]=4)=[N:9][C:10]=23)=[O:18])=[CH:24][CH:25]=1)(=[O:31])=[O:32])[CH3:34]. The yield is 0.650. (5) The reactants are [C:1]([C:5]1[C:6]([OH:19])=[C:7]([CH:12]=[C:13](C(C)(C)C)[CH:14]=1)[C:8]([O:10][CH3:11])=[O:9])([CH3:4])([CH3:3])[CH3:2].[N+:20]([O-])([OH:22])=[O:21].O. The catalyst is C(O)(=O)C. The product is [C:1]([C:5]1[C:6]([OH:19])=[C:7]([CH:12]=[C:13]([N+:20]([O-:22])=[O:21])[CH:14]=1)[C:8]([O:10][CH3:11])=[O:9])([CH3:4])([CH3:3])[CH3:2]. The yield is 0.890. (6) The reactants are [F:1][C:2]([F:11])([F:10])[C:3]1[N:8]=[CH:7][C:6]([OH:9])=[CH:5][N:4]=1.[F:12][C:13]1[CH:14]=[C:15]([CH:18]=[CH:19][C:20]=1F)[CH:16]=[O:17].C([O-])([O-])=O.[K+].[K+]. The catalyst is CN(C=O)C.O. The product is [F:12][C:13]1[CH:14]=[C:15]([CH:18]=[CH:19][C:20]=1[O:9][C:6]1[CH:7]=[N:8][C:3]([C:2]([F:1])([F:10])[F:11])=[N:4][CH:5]=1)[CH:16]=[O:17]. The yield is 0.830. (7) The reactants are [Br:1][C:2]1[CH:3]=[CH:4][C:5]2[N:11]3[CH:12]=[N:13][C:14]([C:15]([O:17]CC)=[O:16])=[C:10]3[CH2:9][N:8]=[C:7]([C:20]3[CH:25]=[CH:24][CH:23]=[CH:22][CH:21]=3)[C:6]=2[CH:26]=1.[OH-].[Na+]. The catalyst is CCO. The product is [Br:1][C:2]1[CH:3]=[CH:4][C:5]2[N:11]3[CH:12]=[N:13][C:14]([C:15]([OH:17])=[O:16])=[C:10]3[CH2:9][N:8]=[C:7]([C:20]3[CH:25]=[CH:24][CH:23]=[CH:22][CH:21]=3)[C:6]=2[CH:26]=1. The yield is 0.966.